Task: Predict which catalyst facilitates the given reaction.. Dataset: Catalyst prediction with 721,799 reactions and 888 catalyst types from USPTO Reactant: [C:1]([O:5][C:6]([NH:8][CH2:9][CH2:10][O:11][C:12]1[CH:13]=[C:14]([CH:17]=[CH:18][C:19]=1I)[C:15]#[N:16])=[O:7])([CH3:4])([CH3:3])[CH3:2].[C:21]([NH:24][C:25](=[CH2:30])[C:26]([O:28][CH3:29])=[O:27])(=[O:23])[CH3:22].CC1C=CC=CC=1P(C1C=CC=CC=1C)C1C=CC=CC=1C.C(N(CC)CC)C. Product: [C:21]([NH:24][C:25](=[CH:30][C:19]1[CH:18]=[CH:17][C:14]([C:15]#[N:16])=[CH:13][C:12]=1[O:11][CH2:10][CH2:9][NH:8][C:6]([O:5][C:1]([CH3:4])([CH3:3])[CH3:2])=[O:7])[C:26]([O:28][CH3:29])=[O:27])(=[O:23])[CH3:22]. The catalyst class is: 613.